From a dataset of NCI-60 drug combinations with 297,098 pairs across 59 cell lines. Regression. Given two drug SMILES strings and cell line genomic features, predict the synergy score measuring deviation from expected non-interaction effect. Drug 1: CC1OCC2C(O1)C(C(C(O2)OC3C4COC(=O)C4C(C5=CC6=C(C=C35)OCO6)C7=CC(=C(C(=C7)OC)O)OC)O)O. Drug 2: CCCCC(=O)OCC(=O)C1(CC(C2=C(C1)C(=C3C(=C2O)C(=O)C4=C(C3=O)C=CC=C4OC)O)OC5CC(C(C(O5)C)O)NC(=O)C(F)(F)F)O. Cell line: OVCAR-4. Synergy scores: CSS=4.00, Synergy_ZIP=-2.93, Synergy_Bliss=-0.932, Synergy_Loewe=1.67, Synergy_HSA=1.76.